From a dataset of Full USPTO retrosynthesis dataset with 1.9M reactions from patents (1976-2016). Predict the reactants needed to synthesize the given product. (1) Given the product [CH3:27][S:26][C:25]1[CH:24]=[CH:23][C:22]([C:28](=[O:30])[CH3:29])=[CH:21][C:20]=1[B:10]1[O:11][C:12]([CH3:17])([CH3:18])[C:13]([CH3:15])([CH3:16])[O:14]1, predict the reactants needed to synthesize it. The reactants are: [B:10]1([B:10]2[O:14][C:13]([CH3:16])([CH3:15])[C:12]([CH3:18])([CH3:17])[O:11]2)[O:14][C:13]([CH3:16])([CH3:15])[C:12]([CH3:18])([CH3:17])[O:11]1.Br[C:20]1[CH:21]=[C:22]([C:28](=[O:30])[CH3:29])[CH:23]=[CH:24][C:25]=1[S:26][CH3:27].C([O-])(=O)C.[K+].O1CCOCC1. (2) Given the product [NH2:66][C@H:67]([C:75]([OH:77])=[O:76])[CH2:68][C:69]1[CH:70]=[CH:38][C:40]([OH:50])=[CH:41][CH:42]=1, predict the reactants needed to synthesize it. The reactants are: C1N(CCO)CCN(CCS(O)(=O)=O)C1.C1C(CCN)=CC=C(S(F)(=O)=O)C=1.CC(C[C@H](N[C:38]([C@@H:40]([OH:50])[C@H:41](N)[CH2:42]C1C=CC=CC=1)=O)C(O)=O)C.CC(C[C@H](NC(C)=O)C(N[C@H](C([NH:66][C@H:67]([C:75]([OH:77])=[O:76])[CH2:68][CH2:69][CH2:70]N=C(N)N)=O)CC(C)C)=O)C.C[C@H](NC(C[C@H](O)[C@@H](NC([C@@H](NC([C@@H](NC(CC(C)C)=O)C(C)C)=O)C(C)C)=O)CC(C)C)=O)C(N[C@H]([C@@H](O)CC(O)=O)CC(C)C)=O.[F-].[Na+].CC(CC(C1C=CC(OCCOCCO)=CC=1)(C)C)(C)C.